From a dataset of Full USPTO retrosynthesis dataset with 1.9M reactions from patents (1976-2016). Predict the reactants needed to synthesize the given product. Given the product [NH2:1][C:2]1[C:11]2[C:6](=[CH:7][CH:8]=[CH:9][CH:10]=2)[C:5]([Br:12])=[CH:4][C:3]=1[C:13]([NH:15][C@H:16]1[CH2:21][CH2:20][CH2:19][CH2:18][C@@H:17]1[NH:22][C:23](=[O:24])[O:25][C:26]([CH3:29])([CH3:28])[CH3:27])=[O:14], predict the reactants needed to synthesize it. The reactants are: [NH2:1][C:2]1[C:11]2[C:6](=[CH:7][CH:8]=[CH:9][CH:10]=2)[C:5]([Br:12])=[CH:4][C:3]=1[C:13]([NH:15][C@H:16]1[CH2:21][CH2:20][CH2:19][CH2:18][C@@H:17]1[NH2:22])=[O:14].[C:23](O[C:23]([O:25][C:26]([CH3:29])([CH3:28])[CH3:27])=[O:24])([O:25][C:26]([CH3:29])([CH3:28])[CH3:27])=[O:24].